This data is from Full USPTO retrosynthesis dataset with 1.9M reactions from patents (1976-2016). The task is: Predict the reactants needed to synthesize the given product. (1) Given the product [CH3:30][N:23]1[CH2:22][CH2:21][C:20]2[N:19]=[C:18]([O:10][CH:7]3[CH2:8][CH2:9][N:4]([CH:2]([CH3:3])[CH3:1])[CH2:5][CH2:6]3)[C:27]([C:28]#[N:29])=[CH:26][C:25]=2[CH2:24]1, predict the reactants needed to synthesize it. The reactants are: [CH3:1][CH:2]([N:4]1[CH2:9][CH2:8][CH:7]([OH:10])[CH2:6][CH2:5]1)[CH3:3].CC([O-])(C)C.[K+].Cl[C:18]1[C:27]([C:28]#[N:29])=[CH:26][C:25]2[CH2:24][N:23]([CH3:30])[CH2:22][CH2:21][C:20]=2[N:19]=1. (2) The reactants are: [NH2:1][N:2]1[N:11]=[C:10]([C:12]2[CH:17]=[CH:16][C:15]([C:18]([F:21])([F:20])[F:19])=[CH:14][CH:13]=2)[C:9]2[C:4](=[CH:5][CH:6]=[CH:7][CH:8]=2)[C:3]1=[O:22].[C:23]12([CH2:33][C:34](Cl)=[O:35])[CH2:32][CH:27]3[CH2:28][CH:29]([CH2:31][CH:25]([CH2:26]3)[CH2:24]1)[CH2:30]2. Given the product [C:23]12([CH2:33][C:34]([NH:1][N:2]3[N:11]=[C:10]([C:12]4[CH:17]=[CH:16][C:15]([C:18]([F:21])([F:19])[F:20])=[CH:14][CH:13]=4)[C:9]4[C:4](=[CH:5][CH:6]=[CH:7][CH:8]=4)[C:3]3=[O:22])=[O:35])[CH2:30][CH:29]3[CH2:28][CH:27]([CH2:26][CH:25]([CH2:31]3)[CH2:24]1)[CH2:32]2, predict the reactants needed to synthesize it. (3) Given the product [F:1][C:2]1[C:3]([CH2:22][NH:25][CH3:24])=[CH:4][N:5]([S:13]([C:16]2[CH:17]=[N:18][CH:19]=[CH:20][CH:21]=2)(=[O:15])=[O:14])[C:6]=1[C:7]1[CH:12]=[CH:11][CH:10]=[CH:9][CH:8]=1, predict the reactants needed to synthesize it. The reactants are: [F:1][C:2]1[C:3]([CH:22]=O)=[CH:4][N:5]([S:13]([C:16]2[CH:17]=[N:18][CH:19]=[CH:20][CH:21]=2)(=[O:15])=[O:14])[C:6]=1[C:7]1[CH:12]=[CH:11][CH:10]=[CH:9][CH:8]=1.[CH3:24][NH2:25].[BH4-].[Na+].CO. (4) Given the product [Br:2][C:3]1[CH:15]=[CH:14][C:6]([O:7][CH:8]2[CH2:9][CH2:10][N:11]([C:23]([O:25][C:26]([CH3:29])([CH3:28])[CH3:27])=[O:24])[CH2:12][CH2:13]2)=[CH:5][CH:4]=1, predict the reactants needed to synthesize it. The reactants are: Cl.[Br:2][C:3]1[CH:15]=[CH:14][C:6]([O:7][CH:8]2[CH2:13][CH2:12][NH:11][CH2:10][CH2:9]2)=[CH:5][CH:4]=1.CCN(CC)CC.[C:23](O[C:23]([O:25][C:26]([CH3:29])([CH3:28])[CH3:27])=[O:24])([O:25][C:26]([CH3:29])([CH3:28])[CH3:27])=[O:24]. (5) Given the product [CH3:1][N:2]1[CH2:7][CH2:6][N:5]([C:8]2[CH:13]=[CH:12][C:11]([N+:14]([O-:16])=[O:15])=[C:10]([CH2:18][S:19]([C:22]3[CH:27]=[CH:26][CH:25]=[CH:24][CH:23]=3)(=[O:21])=[O:20])[N:9]=2)[CH2:4][CH2:3]1, predict the reactants needed to synthesize it. The reactants are: [CH3:1][N:2]1[CH2:7][CH2:6][N:5]([C:8]2[CH:13]=[CH:12][C:11]([N+:14]([O-:16])=[O:15])=[CH:10][N:9]=2)[CH2:4][CH2:3]1.Cl[CH2:18][S:19]([C:22]1[CH:27]=[CH:26][CH:25]=[CH:24][CH:23]=1)(=[O:21])=[O:20].CC([O-])(C)C.[K+].